From a dataset of Retrosynthesis with 50K atom-mapped reactions and 10 reaction types from USPTO. Predict the reactants needed to synthesize the given product. (1) Given the product c1ccc(OCCSCc2nnc(-c3ccc(OCCCCN4CCSCC4)cc3)o2)cc1, predict the reactants needed to synthesize it. The reactants are: C1CSCCN1.ClCCCCOc1ccc(-c2nnc(CSCCOc3ccccc3)o2)cc1. (2) Given the product Cc1cnc([C@@H](Cc2c[nH]c3ccccc23)NC2CCC(c3ccccc3)(N(C)C)CC2)o1, predict the reactants needed to synthesize it. The reactants are: CN(C)C1(c2ccccc2)CCC(=O)CC1.Cc1cnc([C@H](N)Cc2c[nH]c3ccccc23)o1.